From a dataset of Forward reaction prediction with 1.9M reactions from USPTO patents (1976-2016). Predict the product of the given reaction. (1) Given the reactants [CH3:1][O:2][C:3]([N:5]1[C@@H:13]2[C@@H:8]([C@@:9]([OH:23])([C:14]#[C:15][C:16]3[CH:17]=[C:18]([CH3:22])[CH:19]=[CH:20][CH:21]=3)[CH2:10][CH2:11][CH2:12]2)[CH2:7][CH2:6]1)=[O:4].[C:24]([O:28][C:29]([N:31]([CH3:39])[C@@H:32]([CH:36]([CH3:38])[CH3:37])[C:33](O)=[O:34])=[O:30])([CH3:27])([CH3:26])[CH3:25], predict the reaction product. The product is: [CH3:1][O:2][C:3]([N:5]1[C@H:13]2[C@H:8]([C@:9]([O:23][C:33](=[O:34])[C@@H:32]([N:31]([C:29]([O:28][C:24]([CH3:25])([CH3:27])[CH3:26])=[O:30])[CH3:39])[CH:36]([CH3:38])[CH3:37])([C:14]#[C:15][C:16]3[CH:17]=[C:18]([CH3:22])[CH:19]=[CH:20][CH:21]=3)[CH2:10][CH2:11][CH2:12]2)[CH2:7][CH2:6]1)=[O:4]. (2) Given the reactants [CH2:1]([C:3]1[CH:8]=[CH:7][CH:6]=[CH:5][C:4]=1[NH:9][C:10]1[N:15]=[CH:14][C:13]2[N:16]=[CH:17][N:18]([CH3:19])[C:12]=2[CH:11]=1)[CH3:2].[H-].[Na+].I[CH2:23][CH3:24], predict the reaction product. The product is: [CH2:23]([N:9]([C:4]1[CH:5]=[CH:6][CH:7]=[CH:8][C:3]=1[CH2:1][CH3:2])[C:10]1[N:15]=[CH:14][C:13]2[N:16]=[CH:17][N:18]([CH3:19])[C:12]=2[CH:11]=1)[CH3:24].